From a dataset of Catalyst prediction with 721,799 reactions and 888 catalyst types from USPTO. Predict which catalyst facilitates the given reaction. (1) Reactant: Br[C:2]1[CH:3]=[C:4]2[C:9](=[CH:10][C:11]=1[O:12][CH3:13])[N:8]=[CH:7][C:6]([C:14]([O:16][CH2:17][CH3:18])=[O:15])=[C:5]2[NH:19][C:20]1[CH:25]=[CH:24][C:23]([CH2:26][CH3:27])=[CH:22][CH:21]=1.C(N(CC)CC)C.[C:35]([Si:39]([CH3:45])([CH3:44])[O:40][CH2:41][C:42]#[CH:43])([CH3:38])([CH3:37])[CH3:36].CCOC(C)=O. Product: [Si:39]([O:40][CH2:41][C:42]#[C:43][C:2]1[CH:3]=[C:4]2[C:9](=[CH:10][C:11]=1[O:12][CH3:13])[N:8]=[CH:7][C:6]([C:14]([O:16][CH2:17][CH3:18])=[O:15])=[C:5]2[NH:19][C:20]1[CH:25]=[CH:24][C:23]([CH2:22][CH3:21])=[CH:26][CH:27]=1)([C:35]([CH3:36])([CH3:37])[CH3:38])([CH3:44])[CH3:45]. The catalyst class is: 103. (2) Reactant: [CH3:1][CH2:2][CH2:3][CH2:4][C:5]1[N:9]([CH2:10][C:11]2[CH:12]=[CH:13][C:14]([C:17]3[CH:18]=[CH:19][CH:20]=[CH:21][C:22]=3[C:23]3[N:27]=[N:26][N-:25][N:24]=3)=[CH:15][CH:16]=2)[C:8]([CH2:28][OH:29])=[C:7]([Cl:30])[N:6]=1.[K+].[N+:32]([O:35][C:36]12[CH2:45][CH:40]3[CH2:41][CH:42]([CH2:44][C:38]([C:46](O)=[O:47])([CH2:39]3)[CH2:37]1)[CH2:43]2)([O-:34])=[O:33].CN1CCOCC1.Cl.C(N=C=NCCCN(C)C)C. Product: [N+:32]([O:35][C:36]12[CH2:45][CH:40]3[CH2:41][CH:42]([CH2:44][C:38]([C:46]([O:29][CH2:28][C:8]4[N:9]([CH2:10][C:11]5[CH:12]=[CH:13][C:14]([C:17]6[CH:18]=[CH:19][CH:20]=[CH:21][C:22]=6[C:23]6[NH:27][N:26]=[N:25][N:24]=6)=[CH:15][CH:16]=5)[C:5]([CH2:4][CH2:3][CH2:2][CH3:1])=[N:6][C:7]=4[Cl:30])=[O:47])([CH2:39]3)[CH2:37]1)[CH2:43]2)([O-:34])=[O:33]. The catalyst class is: 4. (3) Reactant: [CH:1]([C:4]1[CH:5]=[C:6]([CH:31]=[CH:32][CH:33]=1)[CH2:7][NH:8][C@@H:9]1[C@@H:14]([OH:15])[C@H:13]([CH2:16][C:17]2[CH:22]=[CH:21][C:20]([O:23]C)=[C:19]([CH2:25][CH2:26][O:27]C)[CH:18]=2)[CH2:12][S:11](=[O:30])(=[O:29])[CH2:10]1)([CH3:3])[CH3:2].B(Br)(Br)Br. Product: [OH:23][C:20]1[CH:21]=[CH:22][C:17]([CH2:16][C@H:13]2[C@H:14]([OH:15])[C@@H:9]([NH:8][CH2:7][C:6]3[CH:31]=[CH:32][CH:33]=[C:4]([CH:1]([CH3:3])[CH3:2])[CH:5]=3)[CH2:10][S:11](=[O:30])(=[O:29])[CH2:12]2)=[CH:18][C:19]=1[CH2:25][CH2:26][OH:27]. The catalyst class is: 61. (4) Reactant: [F:1][C:2]1([C:18]([O:20][CH2:21][CH3:22])=[O:19])[CH2:7][CH2:6][CH2:5][N:4](C(OCC2C=CC=CC=2)=O)[CH2:3]1. Product: [F:1][C:2]1([C:18]([O:20][CH2:21][CH3:22])=[O:19])[CH2:7][CH2:6][CH2:5][NH:4][CH2:3]1. The catalyst class is: 29.